This data is from Forward reaction prediction with 1.9M reactions from USPTO patents (1976-2016). The task is: Predict the product of the given reaction. (1) Given the reactants [C:1]([C:3]1[CH:20]=[CH:19][C:6]([O:7][CH2:8][C:9]2[CH:10]=[C:11]([CH:16]=[CH:17][CH:18]=2)[C:12]([O:14]C)=[O:13])=[CH:5][CH:4]=1)#[N:2].O.[OH-].[Li+].O1CCCC1.Cl, predict the reaction product. The product is: [C:1]([C:3]1[CH:4]=[CH:5][C:6]([O:7][CH2:8][C:9]2[CH:10]=[C:11]([CH:16]=[CH:17][CH:18]=2)[C:12]([OH:14])=[O:13])=[CH:19][CH:20]=1)#[N:2]. (2) Given the reactants I[C:2]1[C:3]([NH2:20])=[N:4][C:5]([S:18][CH3:19])=[N:6][C:7]=1[C:8]1[CH:13]=[CH:12][CH:11]=[C:10]([C:14]([F:17])([F:16])[F:15])[CH:9]=1.[C:21]([C:23]1[CH:24]=[CH:25][C:26]([NH2:29])=[N:27][CH:28]=1)#[CH:22].C(N(CC)CC)C, predict the reaction product. The product is: [NH2:29][C:26]1[N:27]=[CH:28][C:23]([C:21]#[C:22][C:2]2[C:3]([NH2:20])=[N:4][C:5]([S:18][CH3:19])=[N:6][C:7]=2[C:8]2[CH:13]=[CH:12][CH:11]=[C:10]([C:14]([F:17])([F:16])[F:15])[CH:9]=2)=[CH:24][CH:25]=1. (3) Given the reactants [Cl:1][C:2]1[CH:10]=[C:9]([C:11]([NH:13][CH:14]([C:16]2[NH:20][C:19]3[CH:21]=[CH:22][C:23]([Cl:25])=[CH:24][C:18]=3[N:17]=2)[CH3:15])=[O:12])[CH:8]=[CH:7][C:3]=1[C:4]([OH:6])=O.[NH:26]1[CH2:31][CH2:30][CH2:29][CH2:28][CH2:27]1.C(N(C(C)C)CC)(C)C.ClCl, predict the reaction product. The product is: [Cl:1][C:2]1[CH:10]=[C:9]([CH:8]=[CH:7][C:3]=1[C:4]([N:26]1[CH2:31][CH2:30][CH2:29][CH2:28][CH2:27]1)=[O:6])[C:11]([NH:13][CH:14]([C:16]1[NH:20][C:19]2[CH:21]=[CH:22][C:23]([Cl:25])=[CH:24][C:18]=2[N:17]=1)[CH3:15])=[O:12].